Dataset: Full USPTO retrosynthesis dataset with 1.9M reactions from patents (1976-2016). Task: Predict the reactants needed to synthesize the given product. The reactants are: [Cl:1][C:2]1[C:3]([NH:10][CH:11]2[CH2:16][CH2:15][CH:14]([C:17]3[CH:22]=[CH:21][CH:20]=[CH:19][CH:18]=3)[CH2:13][CH2:12]2)=[CH:4][N:5]=[N:6][C:7]=1[NH:8][NH2:9].C(=O)(O)[O-].[Na+].[F:28][C:29]([F:35])([F:34])[CH2:30][C:31](Cl)=[O:32]. Given the product [Cl:1][C:2]1[C:3]([NH:10][CH:11]2[CH2:12][CH2:13][CH:14]([C:17]3[CH:22]=[CH:21][CH:20]=[CH:19][CH:18]=3)[CH2:15][CH2:16]2)=[CH:4][N:5]=[N:6][C:7]=1[NH:8][NH:9][C:31](=[O:32])[CH2:30][C:29]([F:35])([F:34])[F:28], predict the reactants needed to synthesize it.